The task is: Predict which catalyst facilitates the given reaction.. This data is from Catalyst prediction with 721,799 reactions and 888 catalyst types from USPTO. (1) Reactant: Cl[C:2]1([NH2:20])[N:19]=[CH:18][N:17]=[C:16]2[C:3]1=[N:4][CH2:5][N:6]2[C@@H:7]1[O:15][C@H:12]([CH2:13][OH:14])[C@@H:10]([OH:11])[C@H:8]1[OH:9].O.[NH2:22][NH2:23]. Product: [NH:22]([NH:20][C:2]1[C:3]2[N:4]=[CH:5][N:6]([C:16]=2[N:17]=[CH:18][N:19]=1)[C@@H:7]1[O:15][C@H:12]([CH2:13][OH:14])[C@@H:10]([OH:11])[C@H:8]1[OH:9])[NH2:23]. The catalyst class is: 5. (2) Reactant: C(=O)([O-])[O-].[K+].[K+].C([O:11][C:12]([N:14]1[CH2:17][C:16]([N:19]([C:21]2[CH:22]=[C:23]3[C:32](=[CH:33][C:34]=2Br)[O:31][CH2:30][C:29]2[N:24]3[C@H:25]([CH3:37])[C:26](=[O:36])[NH:27][N:28]=2)[CH3:20])([CH3:18])[CH2:15]1)=[O:13])(C)(C)C.C(OC(N1CC(NC2C=C3C(=CC=2Br)OCC2N3[C@H](C)C(=O)NN=2)(C)C1)=O)(C)(C)C.[F:68][C:69]1[CH:74]=[CH:73][CH:72]=[CH:71][C:70]=1B(O)O. Product: [F:68][C:69]1[CH:74]=[CH:73][CH:72]=[CH:71][C:70]=1[C:34]1[CH:33]=[C:32]2[C:23]([N:24]3[C:29]([CH2:30][O:31]2)=[N:28][NH:27][C:26](=[O:36])[C@H:25]3[CH3:37])=[CH:22][C:21]=1[N:19]([CH3:20])[C:16]1([CH3:18])[CH2:17][N:14]([C:12]([OH:11])=[O:13])[CH2:15]1. The catalyst class is: 669. (3) Reactant: [CH:1]1([S:4]([C:7]2[CH:8]=[C:9]([CH:11]=[C:12]([O:14][CH3:15])[CH:13]=2)[NH2:10])(=[O:6])=[O:5])[CH2:3][CH2:2]1.[C:16]([C:20]1[CH:24]=[C:23]([NH:25][C:26]([NH:28][C:29]2[C:38]3[C:33](=[CH:34][CH:35]=[CH:36][CH:37]=3)[C:32]([O:39][C:40]3[CH:45]=[CH:44][N:43]=[C:42](Cl)[N:41]=3)=[CH:31][CH:30]=2)=[O:27])[N:22]([C:47]2[CH:48]=[N:49][C:50]([O:53][CH3:54])=[CH:51][CH:52]=2)[N:21]=1)([CH3:19])([CH3:18])[CH3:17].C([O-])(O)=O.[Na+]. Product: [C:16]([C:20]1[CH:24]=[C:23]([NH:25][C:26]([NH:28][C:29]2[C:38]3[C:33](=[CH:34][CH:35]=[CH:36][CH:37]=3)[C:32]([O:39][C:40]3[CH:45]=[CH:44][N:43]=[C:42]([NH:10][C:9]4[CH:11]=[C:12]([O:14][CH3:15])[CH:13]=[C:7]([S:4]([CH:1]5[CH2:3][CH2:2]5)(=[O:6])=[O:5])[CH:8]=4)[N:41]=3)=[CH:31][CH:30]=2)=[O:27])[N:22]([C:47]2[CH:48]=[N:49][C:50]([O:53][CH3:54])=[CH:51][CH:52]=2)[N:21]=1)([CH3:19])([CH3:17])[CH3:18]. The catalyst class is: 3. (4) Reactant: [CH3:1][O:2][C:3]1[CH:14]=[CH:13][C:6]2[NH:7]C(=O)O[C:10](=[O:11])[C:5]=2[CH:4]=1.[Br:15][C:16]1[CH:22]=[CH:21][C:19]([NH2:20])=[CH:18][CH:17]=1. Product: [NH2:7][C:6]1[CH:13]=[CH:14][C:3]([O:2][CH3:1])=[CH:4][C:5]=1[C:10]([NH:20][C:19]1[CH:21]=[CH:22][C:16]([Br:15])=[CH:17][CH:18]=1)=[O:11]. The catalyst class is: 3. (5) Reactant: [NH2:1][C:2]1([C:15]([NH2:17])=[O:16])[CH2:7][CH2:6][N:5]([C:8]([O:10][C:11]([CH3:14])([CH3:13])[CH3:12])=[O:9])[CH2:4][CH2:3]1.CO[C:20](OC)(OC)[C:21]1[CH:26]=[CH:25][CH:24]=[CH:23][CH:22]=1. Product: [O:16]=[C:15]1[C:2]2([CH2:7][CH2:6][N:5]([C:8]([O:10][C:11]([CH3:12])([CH3:13])[CH3:14])=[O:9])[CH2:4][CH2:3]2)[N:1]=[C:20]([C:21]2[CH:26]=[CH:25][CH:24]=[CH:23][CH:22]=2)[NH:17]1. The catalyst class is: 11. (6) Reactant: [CH3:1][O:2][C:3]1[CH:4]=[C:5]([C:13]2[CH:18]=[CH:17][C:16]([OH:19])=[CH:15][CH:14]=2)[CH:6]=[CH:7][C:8]=1[CH:9]([CH3:12])[C:10]#[CH:11].ClS([N:24]=[C:25]=[O:26])(=O)=O. Product: [CH3:1][O:2][C:3]1[CH:4]=[C:5]([C:13]2[CH:14]=[CH:15][C:16]([O:19][C:25](=[O:26])[NH2:24])=[CH:17][CH:18]=2)[CH:6]=[CH:7][C:8]=1[CH:9]([CH3:12])[C:10]#[CH:11]. The catalyst class is: 2. (7) Reactant: C([Li])CCC.Br[C:7]1[CH:12]=[CH:11][C:10]([Cl:13])=[C:9]([Cl:14])[CH:8]=1.[O:15]=[C:16]1[CH2:21][CH2:20][N:19]([C:22]([O:24][CH2:25][CH3:26])=[O:23])[CH2:18][CH2:17]1. Product: [Cl:14][C:9]1[CH:8]=[C:7]([C:16]2([OH:15])[CH2:17][CH2:18][N:19]([C:22]([O:24][CH2:25][CH3:26])=[O:23])[CH2:20][CH2:21]2)[CH:12]=[CH:11][C:10]=1[Cl:13]. The catalyst class is: 7. (8) Reactant: C([N:8]1[CH2:14][CH:13]2[CH2:15][CH:10]([CH2:11][N:12]2C(=O)C(F)(F)F)[CH2:9]1)C1C=CC=CC=1.[CH3:34][C:33]([O:32][C:30](O[C:30]([O:32][C:33]([CH3:36])([CH3:35])[CH3:34])=[O:31])=[O:31])([CH3:36])[CH3:35].O.C([O-])([O-])=O.[K+].[K+]. Product: [CH:10]12[CH2:15][CH:13]([N:12]([C:30]([O:32][C:33]([CH3:34])([CH3:35])[CH3:36])=[O:31])[CH2:11]1)[CH2:14][NH:8][CH2:9]2. The catalyst class is: 105. (9) Reactant: C1(P(C2C=CC=CC=2)C2C=CC=CC=2)C=CC=CC=1.[C:20]([O:24][C:25]([NH:27][CH:28]1[CH2:33][CH2:32][CH2:31][N:30]([C:34]([O:36][CH2:37][C:38]2[CH:43]=[CH:42][CH:41]=[CH:40][CH:39]=2)=[O:35])[CH:29]1[CH2:44][CH2:45]O)=[O:26])([CH3:23])([CH3:22])[CH3:21].C1(P([N:61]=[N+:62]=[N-:63])(C2C=CC=CC=2)=O)C=CC=CC=1.N(C(OCC)=O)=NC(OCC)=O. Product: [N:61]([CH2:45][CH2:44][CH:29]1[CH:28]([NH:27][C:25]([O:24][C:20]([CH3:22])([CH3:23])[CH3:21])=[O:26])[CH2:33][CH2:32][CH2:31][N:30]1[C:34]([O:36][CH2:37][C:38]1[CH:39]=[CH:40][CH:41]=[CH:42][CH:43]=1)=[O:35])=[N+:62]=[N-:63]. The catalyst class is: 359. (10) Reactant: [NH2:1][S:2]([C:5]1[CH:10]=[CH:9][CH:8]=[CH:7][C:6]=1[NH:11][C:12]([C:14]1[C:23](=[O:24])[C:22]([CH2:29][CH2:30][CH2:31][CH3:32])([CH2:25][CH2:26][CH2:27][CH3:28])[C:21]2[C:16](=[CH:17][CH:18]=[CH:19][CH:20]=2)[C:15]=1[OH:33])=O)(=[O:4])=[O:3].C(=O)([O-])[O-].[Cs+].[Cs+]. Product: [CH2:25]([C:22]1([CH2:29][CH2:30][CH2:31][CH3:32])[C:21]2[C:16](=[CH:17][CH:18]=[CH:19][CH:20]=2)[C:15]([OH:33])=[C:14]([C:12]2[NH:11][C:6]3[CH:7]=[CH:8][CH:9]=[CH:10][C:5]=3[S:2](=[O:4])(=[O:3])[N:1]=2)[C:23]1=[O:24])[CH2:26][CH2:27][CH3:28]. The catalyst class is: 17.